From a dataset of Forward reaction prediction with 1.9M reactions from USPTO patents (1976-2016). Predict the product of the given reaction. (1) Given the reactants [CH2:1]([O:3][CH:4](O)[CH3:5])[CH3:2].C(Cl)Cl.N1C(C)=CC=CC=1C.[F:18][C:19]([F:32])([F:31])[S:20]([O:23]S(C(F)(F)F)(=O)=O)(=[O:22])=[O:21], predict the reaction product. The product is: [O:23]([CH2:2][CH2:1][O:3][CH2:4][CH3:5])[S:20]([C:19]([F:32])([F:31])[F:18])(=[O:22])=[O:21]. (2) Given the reactants [CH2:1]([O:3][C:4]1[CH:28]=[C:27]([F:29])[C:7]([CH2:8][N:9]2[C:17]3[C:12](=[CH:13][CH:14]=[CH:15][CH:16]=3)[C:11]([C:18]3[N:23]=[C:22]([NH2:24])[C:21]([O:25][CH3:26])=[CH:20][N:19]=3)=[N:10]2)=[C:6]([F:30])[CH:5]=1)[CH3:2].Cl[C:32]1[C:37]([C:38]([O:40][CH2:41][CH3:42])=[O:39])=[CH:36][N:35]=[CH:34][CH:33]=1.CC1(C)C2C=CC=C(P(C3C=CC=CC=3)C3C=CC=CC=3)C=2OC2C1=CC=CC=2P(C1C=CC=CC=1)C1C=CC=CC=1.C(=O)([O-])[O-].[Cs+].[Cs+], predict the reaction product. The product is: [CH2:1]([O:3][C:4]1[CH:5]=[C:6]([F:30])[C:7]([CH2:8][N:9]2[C:17]3[C:12](=[CH:13][CH:14]=[CH:15][CH:16]=3)[C:11]([C:18]3[N:23]=[C:22]([NH:24][C:32]4[CH:33]=[CH:34][N:35]=[CH:36][C:37]=4[C:38]([O:40][CH2:41][CH3:42])=[O:39])[C:21]([O:25][CH3:26])=[CH:20][N:19]=3)=[N:10]2)=[C:27]([F:29])[CH:28]=1)[CH3:2]. (3) Given the reactants C1(O[C:8](=[O:29])[NH:9][C:10]2[S:14][N:13]=[C:12]([O:15][CH2:16][C:17]3[C:22]([F:23])=[CH:21][C:20]([CH3:24])=[CH:19][C:18]=3[F:25])[C:11]=2[C:26](=[O:28])[NH2:27])C=CC=CC=1.[CH3:30][N:31]1[CH2:35][CH2:34][CH2:33][CH:32]1[CH2:36][CH2:37][NH2:38], predict the reaction product. The product is: [F:23][C:22]1[CH:21]=[C:20]([CH3:24])[CH:19]=[C:18]([F:25])[C:17]=1[CH2:16][O:15][C:12]1[C:11]([C:26]([NH2:27])=[O:28])=[C:10]([NH:9][C:8]([NH:38][CH2:37][CH2:36][CH:32]2[CH2:33][CH2:34][CH2:35][N:31]2[CH3:30])=[O:29])[S:14][N:13]=1.